This data is from Peptide-MHC class I binding affinity with 185,985 pairs from IEDB/IMGT. The task is: Regression. Given a peptide amino acid sequence and an MHC pseudo amino acid sequence, predict their binding affinity value. This is MHC class I binding data. The peptide sequence is ATSYLEYEI. The MHC is HLA-A11:01 with pseudo-sequence HLA-A11:01. The binding affinity (normalized) is 0.